This data is from Reaction yield outcomes from USPTO patents with 853,638 reactions. The task is: Predict the reaction yield, written as a fraction of the theoretical maximum amount of product (1.0 means a 100% yield; for example, 0.34 means a 34% yield). (1) The reactants are [F:1][C:2]1[CH:3]=[N:4][C:5]2[C:10]([C:11]=1[CH2:12][CH2:13][N:14]1[CH2:19][CH2:18][CH:17]([NH:20]C(=O)OC(C)(C)C)[CH2:16][CH2:15]1)=[CH:9][C:8]([F:28])=[CH:7][CH:6]=2.FC(F)(F)C(O)=O. The product is [F:1][C:2]1[CH:3]=[N:4][C:5]2[C:10]([C:11]=1[CH2:12][CH2:13][N:14]1[CH2:15][CH2:16][CH:17]([NH2:20])[CH2:18][CH2:19]1)=[CH:9][C:8]([F:28])=[CH:7][CH:6]=2. The yield is 0.970. No catalyst specified. (2) The reactants are [CH3:1][O:2][C:3]1[CH:4]=[C:5]2[C:10](=[CH:11][C:12]=1[O:13][CH3:14])[N:9]=[CH:8][CH:7]=[C:6]2[O:15][C:16]1[CH:22]=[CH:21][C:19]([NH2:20])=[C:18]([CH3:23])[C:17]=1[CH3:24].ClC(Cl)(O[C:29](=[O:35])[O:30][C:31](Cl)(Cl)Cl)Cl.[CH3:37][O:38][C:39]1[CH:40]=C(O)[CH:42]=[CH:43][CH:44]=1.C(=O)(O)[O-].[Na+]. The catalyst is C(Cl)Cl.C(N(CC)CC)C.C1(C)C=CC=CC=1. The product is [CH3:1][O:2][C:3]1[CH:4]=[C:5]2[C:10](=[CH:11][C:12]=1[O:13][CH3:14])[N:9]=[CH:8][CH:7]=[C:6]2[O:15][C:16]1[CH:22]=[CH:21][C:19]([NH:20][C:29](=[O:35])[O:30][C:31]2[CH:42]=[CH:43][CH:44]=[C:39]([O:38][CH3:37])[CH:40]=2)=[C:18]([CH3:23])[C:17]=1[CH3:24]. The yield is 0.300. (3) The reactants are [C:1]([C:3]1[C:12]2[C:7](=[CH:8][CH:9]=[CH:10][CH:11]=2)[C:6]([NH:13][C@H:14]2[CH2:19][CH2:18][C@H:17](OS(C)(=O)=O)[CH2:16][CH2:15]2)=[CH:5][CH:4]=1)#[N:2].CC(C)([O-])C.[K+].[Cl:31]CCl. The catalyst is CN(C=O)C.C1(C)C=CC=CC=1. The product is [ClH:31].[CH:17]12[N:13]([C:6]3[C:7]4[C:12](=[CH:11][CH:10]=[CH:9][CH:8]=4)[C:3]([C:1]#[N:2])=[CH:4][CH:5]=3)[CH:14]([CH2:19][CH2:18]1)[CH2:15][CH2:16]2. The yield is 0.730.